This data is from Catalyst prediction with 721,799 reactions and 888 catalyst types from USPTO. The task is: Predict which catalyst facilitates the given reaction. (1) Reactant: [CH3:1][C@H:2]1[C@H:29]([CH3:30])[C@@H:28]2[C@@:5]([C:32]([OH:34])=[O:33])([CH2:6][CH2:7][C@@:8]3([CH3:31])[C@:13]4([CH3:27])[CH2:14][CH2:15][C@H:16]5[C:21]([CH3:23])([CH3:22])[C@@H:20]([OH:24])[C@H:19]([OH:25])[CH2:18][C@:17]5([CH3:26])[C@H:12]4[CH2:11][CH:10]=[C:9]32)[CH2:4][CH2:3]1.IC.[C:37](=O)([O-])[O-].[K+].[K+]. Product: [CH3:1][C@H:2]1[C@H:29]([CH3:30])[C@@H:28]2[C@@:5]([C:32]([O:34][CH3:37])=[O:33])([CH2:6][CH2:7][C@@:8]3([CH3:31])[C@:13]4([CH3:27])[CH2:14][CH2:15][C@H:16]5[C:21]([CH3:23])([CH3:22])[C@@H:20]([OH:24])[C@H:19]([OH:25])[CH2:18][C@:17]5([CH3:26])[C@H:12]4[CH2:11][CH:10]=[C:9]32)[CH2:4][CH2:3]1. The catalyst class is: 21. (2) Reactant: [C:1]1([CH3:11])[C:2]([S:7](Cl)(=[O:9])=[O:8])=[CH:3][CH:4]=[CH:5][CH:6]=1.[O:12]1[CH:16]=[CH:15][CH:14]=[C:13]1[C:17]1[CH:26]=[C:25]2[C:20]([C:21](=[N:28][OH:29])[CH:22]([CH3:27])[CH2:23][O:24]2)=[CH:19][CH:18]=1.N1C=CC=CC=1. Product: [C:1]1([CH3:11])[C:2]([S:7]([O:29][N:28]=[C:21]2[C:20]3[C:25](=[CH:26][C:17]([C:13]4[O:12][CH:16]=[CH:15][CH:14]=4)=[CH:18][CH:19]=3)[O:24][CH2:23][CH:22]2[CH3:27])(=[O:9])=[O:8])=[CH:3][CH:4]=[CH:5][CH:6]=1. The catalyst class is: 2. (3) Reactant: [NH2:1][C@H:2]1[CH2:6][CH2:5][CH2:4][C@H:3]1[NH:7][C:8]1[N:9]=[CH:10][C:11]2[CH:17]=[C:16]([C:18]3[C:23]([Cl:24])=[C:22]([O:25][CH3:26])[CH:21]=[C:20]([O:27][CH3:28])[C:19]=3[Cl:29])[C:15](=[O:30])[N:14]([CH2:31][CH3:32])[C:12]=2[N:13]=1.CCN(C(C)C)C(C)C.[C:42](Cl)(=[O:45])[CH:43]=[CH2:44]. Product: [Cl:24][C:23]1[C:22]([O:25][CH3:26])=[CH:21][C:20]([O:27][CH3:28])=[C:19]([Cl:29])[C:18]=1[C:16]1[C:15](=[O:30])[N:14]([CH2:31][CH3:32])[C:12]2[N:13]=[C:8]([NH:7][C@@H:3]3[CH2:4][CH2:5][CH2:6][C@@H:2]3[NH:1][C:42](=[O:45])[CH:43]=[CH2:44])[N:9]=[CH:10][C:11]=2[CH:17]=1. The catalyst class is: 4. (4) Reactant: B(F)(F)F.CCOCC.[CH:10]1[C:22]2[CH:21]([CH2:23][O:24][C:25]([NH:27][C@@H:28]([CH:73]([CH3:75])[CH3:74])[C:29]([NH:31][C@@H:32]([CH2:66][CH2:67][CH2:68][NH:69][C:70]([NH2:72])=[O:71])[C:33]([NH:35][C:36]3[CH:65]=[CH:64][C:39]([CH2:40][O:41][C:42]4[C:43]5[CH:63]=[CH:62][CH:61]=[CH:60][C:44]=5[C:45]5[C@H:46]([CH2:58][Cl:59])[CH2:47][N:48](C(OC(C)(C)C)=O)[C:49]=5[CH:50]=4)=[CH:38][CH:37]=3)=[O:34])=[O:30])=[O:26])[C:20]3[C:15](=[CH:16][CH:17]=[CH:18][CH:19]=3)[C:14]=2[CH:13]=[CH:12][CH:11]=1. Product: [Cl:59][CH2:58][C@H:46]1[C:45]2[C:44]3[CH:60]=[CH:61][CH:62]=[CH:63][C:43]=3[C:42]([O:41][CH2:40][C:39]3[CH:38]=[CH:37][C:36]([NH:35][C:33](=[O:34])[C@@H:32]([NH:31][C:29](=[O:30])[C@@H:28]([NH:27][C:25](=[O:26])[O:24][CH2:23][CH:21]4[C:20]5[CH:19]=[CH:18][CH:17]=[CH:16][C:15]=5[C:14]5[C:22]4=[CH:10][CH:11]=[CH:12][CH:13]=5)[CH:73]([CH3:75])[CH3:74])[CH2:66][CH2:67][CH2:68][NH:69][C:70]([NH2:72])=[O:71])=[CH:65][CH:64]=3)=[CH:50][C:49]=2[NH:48][CH2:47]1. The catalyst class is: 2.